Dataset: Catalyst prediction with 721,799 reactions and 888 catalyst types from USPTO. Task: Predict which catalyst facilitates the given reaction. (1) Reactant: [OH:1][C@:2]1([C:16]2[S:17][C:18]([C:21]3[CH:26]=[C:25]([CH3:27])[CH:24]=[C:23]([NH:28][C:29]4[CH:34]=[C:33]([CH:35]5[CH2:40][CH2:39][CH2:38][CH:37]([CH3:41])[CH2:36]5)[CH:32]=[CH:31][N:30]=4)[N:22]=3)=[CH:19][N:20]=2)[CH2:11][CH2:10][CH2:9][C:8]2[CH:7]=[C:6]([C:12]([O:14]C)=[O:13])[CH:5]=[CH:4][C:3]1=2.[OH-].[Na+]. Product: [OH:1][C@:2]1([C:16]2[S:17][C:18]([C:21]3[CH:26]=[C:25]([CH3:27])[CH:24]=[C:23]([NH:28][C:29]4[CH:34]=[C:33]([CH:35]5[CH2:40][CH2:39][CH2:38][CH:37]([CH3:41])[CH2:36]5)[CH:32]=[CH:31][N:30]=4)[N:22]=3)=[CH:19][N:20]=2)[CH2:11][CH2:10][CH2:9][C:8]2[CH:7]=[C:6]([C:12]([OH:14])=[O:13])[CH:5]=[CH:4][C:3]1=2. The catalyst class is: 24. (2) Reactant: [C:1]1(=[O:7])[O:6][C:4](=[O:5])[CH:3]=[CH:2]1.[C:8]1([C:14]2[C:15]3([CH2:21][CH3:22])[CH2:20][CH:18]([CH:19]=2)[CH2:17][CH2:16]3)[CH:13]=[CH:12][CH:11]=[CH:10][CH:9]=1.CC(N=NC(C#N)(C)C)(C#N)C.[OH-].[Na+].CO. Product: [C:4]1(=[O:5])[O:6][C:1](=[O:7])[CH:2]=[CH:3]1.[C:8]1([C:14]2[C:15]3([CH2:21][CH3:22])[CH2:20][CH:18]([CH:19]=2)[CH2:17][CH2:16]3)[CH:13]=[CH:12][CH:11]=[CH:10][CH:9]=1. The catalyst class is: 1. (3) Reactant: [Cl:1][C:2]1[CH:3]=[CH:4][C:5]([O:27][CH2:28][CH:29]([CH3:31])[CH3:30])=[C:6]([CH2:8][N:9]2[C:13]([CH3:14])=[CH:12][C:11]([C:15]([O:17]N3C4C=CC=CC=4N=N3)=O)=[N:10]2)[CH:7]=1.[NH2:32][C:33]1[CH:38]=[CH:37][C:36]([CH2:39][OH:40])=[CH:35][C:34]=1[O:41][CH3:42]. Product: [Cl:1][C:2]1[CH:3]=[CH:4][C:5]([O:27][CH2:28][CH:29]([CH3:30])[CH3:31])=[C:6]([CH2:8][N:9]2[C:13]([CH3:14])=[CH:12][C:11]([C:15]([NH:32][C:33]3[CH:38]=[CH:37][C:36]([CH2:39][OH:40])=[CH:35][C:34]=3[O:41][CH3:42])=[O:17])=[N:10]2)[CH:7]=1. The catalyst class is: 4. (4) Reactant: [O:1]1[CH:5]=[CH:4][C:3]([C:6]2[CH:16]=[C:15]([CH3:17])[C:9]([O:10][CH2:11][C:12]([O-])=[O:13])=[C:8]([CH3:18])[CH:7]=2)=[CH:2]1.[NH2:19][NH2:20]. Product: [O:1]1[CH:5]=[CH:4][C:3]([C:6]2[CH:16]=[C:15]([CH3:17])[C:9]([O:10][CH2:11][C:12]([NH:19][NH2:20])=[O:13])=[C:8]([CH3:18])[CH:7]=2)=[CH:2]1. The catalyst class is: 14. (5) Reactant: N[C:2]1[CH:7]=[CH:6][C:5]([F:8])=[CH:4][C:3]=1[S:9]([NH:12][C:13]1[CH:14]=[CH:15][CH:16]=[C:17]2[C:22]=1[N:21]=[CH:20][CH:19]=[CH:18]2)(=[O:11])=[O:10].N(OC(C)(C)C)=O.CC(O)=O. Product: [F:8][C:5]1[CH:4]=[C:3]2[C:2](=[CH:7][CH:6]=1)[C:14]1[C:13](=[C:22]3[C:17](=[CH:16][CH:15]=1)[CH:18]=[CH:19][CH:20]=[N:21]3)[NH:12][S:9]2(=[O:11])=[O:10]. The catalyst class is: 1. (6) Reactant: [N+:1]([C:4]1[CH:9]=[CH:8][C:7]([C:10]2([C:13]#[N:14])[CH2:12][CH2:11]2)=[CH:6][CH:5]=1)([O-])=O. Product: [NH2:1][C:4]1[CH:5]=[CH:6][C:7]([C:10]2([C:13]#[N:14])[CH2:11][CH2:12]2)=[CH:8][CH:9]=1. The catalyst class is: 19. (7) Reactant: [CH:1]([C:4]1[CH:10]=[CH:9][CH:8]=[C:7]([CH:11]([CH3:13])[CH3:12])[C:5]=1[NH2:6])([CH3:3])[CH3:2].[Br:14]Br. Product: [Br:14][C:9]1[CH:10]=[C:4]([CH:1]([CH3:3])[CH3:2])[C:5]([NH2:6])=[C:7]([CH:11]([CH3:13])[CH3:12])[CH:8]=1. The catalyst class is: 15. (8) Reactant: Cl.[NH2:2][CH2:3][C:4]([O:6][CH3:7])=[O:5].Cl[C:9]1[C:14]([N+:15]([O-:17])=[O:16])=[CH:13][CH:12]=[C:11]([CH3:18])[N:10]=1.C(N(CC)CC)C. Product: [CH3:18][C:11]1[N:10]=[C:9]([NH:2][CH2:3][C:4]([O:6][CH3:7])=[O:5])[C:14]([N+:15]([O-:17])=[O:16])=[CH:13][CH:12]=1. The catalyst class is: 9. (9) Reactant: [NH2:1][C:2]1[CH:7]=[C:6]([C:8]([CH3:11])([CH3:10])[CH3:9])[CH:5]=[CH:4][C:3]=1[NH:12][C:13](=O)[CH2:14][CH2:15][CH:16]1[CH2:19][CH:18]([N:20]([CH2:53][CH:54]2[CH2:56][CH2:55]2)[CH2:21][C@@H:22]2[C@@H:29]3[C@@H:25]([O:26][C:27]([CH3:31])([CH3:30])[O:28]3)[C@H:24]([N:32]3[C:36]4[N:37]=[CH:38][N:39]=[C:40]([NH:41][CH2:42][C:43]5[CH:48]=[CH:47][C:46]([O:49][CH3:50])=[CH:45][C:44]=5[O:51][CH3:52])[C:35]=4[CH:34]=[CH:33]3)[CH2:23]2)[CH2:17]1. Product: [C:8]([C:6]1[CH:5]=[CH:4][C:3]2[NH:12][C:13]([CH2:14][CH2:15][CH:16]3[CH2:17][CH:18]([N:20]([CH2:21][C@@H:22]4[C@H:29]5[O:28][C:27]([CH3:31])([CH3:30])[O:26][C@H:25]5[C@H:24]([N:32]5[C:36]6[N:37]=[CH:38][N:39]=[C:40]([NH:41][CH2:42][C:43]7[CH:48]=[CH:47][C:46]([O:49][CH3:50])=[CH:45][C:44]=7[O:51][CH3:52])[C:35]=6[CH:34]=[CH:33]5)[CH2:23]4)[CH2:53][CH:54]4[CH2:56][CH2:55]4)[CH2:19]3)=[N:1][C:2]=2[CH:7]=1)([CH3:10])([CH3:11])[CH3:9]. The catalyst class is: 15. (10) Reactant: [C:1]([CH:3]([C:17]1[CH:22]=[CH:21][CH:20]=[CH:19][CH:18]=1)[NH:4][C:5](=[O:16])[CH2:6][C:7]1[CH:12]=[CH:11][C:10]([CH:13]([CH3:15])[CH3:14])=[CH:9][CH:8]=1)#[N:2].[NH4+].[Cl-].[N-:25]=[N+:26]=[N-:27].[Na+]. Product: [CH:13]([C:10]1[CH:11]=[CH:12][C:7]([CH2:6][C:5]([NH:4][CH:3]([C:17]2[CH:18]=[CH:19][CH:20]=[CH:21][CH:22]=2)[C:1]2[NH:27][N:26]=[N:25][N:2]=2)=[O:16])=[CH:8][CH:9]=1)([CH3:15])[CH3:14]. The catalyst class is: 3.